From a dataset of Forward reaction prediction with 1.9M reactions from USPTO patents (1976-2016). Predict the product of the given reaction. (1) Given the reactants [CH3:1][O:2][C:3]1[CH:11]=[CH:10][C:6]([C:7](Cl)=O)=[CH:5][CH:4]=1.[CH2:12]([OH:16])[CH2:13][C:14]#[CH:15].C(N(CC)CC)C.[CH3:24][NH:25][NH2:26], predict the reaction product. The product is: [CH3:1][O:2][C:3]1[CH:11]=[CH:10][C:6]([C:7]2[CH:15]=[C:14]([CH2:13][CH2:12][OH:16])[N:25]([CH3:24])[N:26]=2)=[CH:5][CH:4]=1. (2) Given the reactants [CH2:1]([N:3]1[C:7]2=[N:8][C:9]([CH2:32][CH3:33])=[C:10]([CH2:19][NH:20][C:21]([C:23]3[CH:28]=C(C(O)=O)C=CN=3)=[O:22])[C:11]([NH:12][CH:13]3[CH2:18][CH2:17][O:16][CH2:15][CH2:14]3)=[C:6]2[CH:5]=[N:4]1)[CH3:2].[NH2:34][CH2:35][C:36]1[CH:37]=[CH:38][C:39]([F:63])=[C:40]([C:42]2[CH:47]=[CH:46][CH:45]=[C:44]([CH2:48][N:49]3[CH2:54][CH2:53][N:52]([C:55]([O:57][C:58]([CH3:61])([CH3:60])[CH3:59])=[O:56])[C@@H:51]([CH3:62])[CH2:50]3)[CH:43]=2)[CH:41]=1.CN(C([O:71]N1N=NC2C=CC=CC1=2)=[N+](C)C)C.F[P-](F)(F)(F)(F)F.CC[N:90]([CH2:93][CH3:94])[CH2:91][CH3:92], predict the reaction product. The product is: [CH2:1]([N:3]1[C:7]2=[N:8][C:9]([CH2:32][CH3:33])=[C:10]([CH2:19][NH:20][C:21]([C:23]3[CH:92]=[CH:91][N:90]=[C:93]([C:94]([NH:34][CH2:35][C:36]4[CH:37]=[CH:38][C:39]([F:63])=[C:40]([C:42]5[CH:47]=[CH:46][CH:45]=[C:44]([CH2:48][N:49]6[CH2:54][CH2:53][N:52]([C:55]([O:57][C:58]([CH3:59])([CH3:61])[CH3:60])=[O:56])[C@@H:51]([CH3:62])[CH2:50]6)[CH:43]=5)[CH:41]=4)=[O:71])[CH:28]=3)=[O:22])[C:11]([NH:12][CH:13]3[CH2:14][CH2:15][O:16][CH2:17][CH2:18]3)=[C:6]2[CH:5]=[N:4]1)[CH3:2]. (3) Given the reactants CC1(C)C(C)(C)OB([C:9]2[CH2:14][CH2:13][N:12]([C:15]([O:17][C:18]([CH3:21])([CH3:20])[CH3:19])=[O:16])[CH2:11][CH:10]=2)O1.C([O-])([O-])=O.[K+].[K+].[C:29]([C:37]1[CH:42]=[CH:41][C:40]([C:43]2[N:51]=[C:50](Cl)[CH:49]=[CH:48][C:44]=2[C:45]([NH2:47])=[O:46])=[CH:39][CH:38]=1)(=[O:36])[C:30]1[CH:35]=[CH:34][CH:33]=[CH:32][CH:31]=1, predict the reaction product. The product is: [C:29]([C:37]1[CH:42]=[CH:41][C:40]([C:43]2[N:51]=[C:50]([C:9]3[CH2:14][CH2:13][N:12]([C:15]([O:17][C:18]([CH3:19])([CH3:20])[CH3:21])=[O:16])[CH2:11][CH:10]=3)[CH:49]=[CH:48][C:44]=2[C:45](=[O:46])[NH2:47])=[CH:39][CH:38]=1)(=[O:36])[C:30]1[CH:31]=[CH:32][CH:33]=[CH:34][CH:35]=1. (4) The product is: [NH2:5][CH:6]([C:11]1[CH:12]=[CH:13][C:14]([F:17])=[CH:15][CH:16]=1)[CH2:7][C:8]([O:10][CH2:1][CH2:2][CH3:3])=[O:9]. Given the reactants [CH2:1](O)[CH2:2][CH3:3].[NH2:5][CH:6]([C:11]1[CH:16]=[CH:15][C:14]([F:17])=[CH:13][CH:12]=1)[CH2:7][C:8]([OH:10])=[O:9].S(=O)(=O)(O)O.[OH-].[Na+], predict the reaction product.